Task: Predict the product of the given reaction.. Dataset: Forward reaction prediction with 1.9M reactions from USPTO patents (1976-2016) (1) Given the reactants [CH2:1]([O:3][C:4]([C:6]1[C:7]([CH3:25])=[C:8]([C:18]([O:20][C:21]([CH3:24])([CH3:23])[CH3:22])=[O:19])[NH:9][C:10]=1[CH2:11][CH2:12][C:13]([O:15]CC)=[O:14])=[O:5])[CH3:2].CO.[OH-].[Li+], predict the reaction product. The product is: [CH2:1]([O:3][C:4]([C:6]1[C:7]([CH3:25])=[C:8]([C:18]([O:20][C:21]([CH3:24])([CH3:23])[CH3:22])=[O:19])[NH:9][C:10]=1[CH2:11][CH2:12][C:13]([OH:15])=[O:14])=[O:5])[CH3:2]. (2) Given the reactants [N:1]1([C:7]([NH:9][C:10]2([C:16]([OH:18])=O)[CH2:15][CH2:14][CH2:13][CH2:12][CH2:11]2)=[O:8])[CH2:6][CH2:5][O:4][CH2:3][CH2:2]1.C(N(CC)CC)C.C(Cl)(=O)C(C)(C)C.[OH:33][C@H:34]1[CH2:39][CH2:38][CH2:37][CH2:36][C@@H:35]1[NH:40][C:41](=[O:50])[C@@H:42]([OH:49])[C@@H:43]([NH2:48])[CH2:44][CH2:45][CH2:46][CH3:47], predict the reaction product. The product is: [OH:49][C@@H:42]([C@@H:43]([NH:48][C:16]([C:10]1([NH:9][C:7]([N:1]2[CH2:2][CH2:3][O:4][CH2:5][CH2:6]2)=[O:8])[CH2:11][CH2:12][CH2:13][CH2:14][CH2:15]1)=[O:18])[CH2:44][CH2:45][CH2:46][CH3:47])[C:41]([NH:40][C@H:35]1[CH2:36][CH2:37][CH2:38][CH2:39][C@@H:34]1[OH:33])=[O:50]. (3) Given the reactants [H-].[Na+].[O:3]=[C:4]([CH2:10][CH3:11])[CH2:5][C:6]([O:8][CH3:9])=[O:7].[CH2:12]([Li])[CH2:13][CH2:14]C.C(Br)C=C.Cl.[BH4-].[Na+], predict the reaction product. The product is: [CH3:11][CH:10]([CH2:14][CH:13]=[CH2:12])[CH:4]([OH:3])[CH2:5][C:6]([O:8][CH3:9])=[O:7]. (4) Given the reactants COC1C=C(C(Cl)=O)C=CC=1OC.[Cl:14][C:15]1[CH:16]=[C:17]([CH:19]=[CH:20][C:21]=1[O:22][C:23]1[C:32]2[C:27](=[CH:28][C:29]([O:35][CH3:36])=[C:30]([O:33][CH3:34])[CH:31]=2)[N:26]=[CH:25][CH:24]=1)[NH2:18].[CH3:37][O:38][C:39]1[CH:40]=[C:41]([C:47]([N:49]=[C:50]=[S:51])=[O:48])[CH:42]=[CH:43][C:44]=1[O:45][CH3:46], predict the reaction product. The product is: [CH3:37][O:38][C:39]1[CH:40]=[C:41]([C:47]([N:49]=[C:50]=[S:51])=[O:48])[CH:42]=[CH:43][C:44]=1[O:45][CH3:46].[Cl:14][C:15]1[CH:16]=[C:17]([NH:18][C:50]([NH:49][C:47](=[O:48])[C:41]2[CH:42]=[CH:43][C:44]([O:45][CH3:46])=[C:39]([O:38][CH3:37])[CH:40]=2)=[S:51])[CH:19]=[CH:20][C:21]=1[O:22][C:23]1[C:32]2[C:27](=[CH:28][C:29]([O:35][CH3:36])=[C:30]([O:33][CH3:34])[CH:31]=2)[N:26]=[CH:25][CH:24]=1. (5) Given the reactants [CH:1]1[C:9]2[C:8]3[CH:10]=[CH:11][CH:12]=[CH:13][C:7]=3[O:6][C:5]=2[CH:4]=[CH:3][CH:2]=1.[Al+3].[Cl-].[Cl-].[Cl-].[C:18](Cl)(=[O:20])[CH3:19], predict the reaction product. The product is: [CH:1]1[C:9]2[C:8]3[CH:10]=[CH:11][CH:12]=[CH:13][C:7]=3[O:6][C:5]=2[CH:4]=[CH:3][C:2]=1[CH2:19][CH:18]=[O:20].